Dataset: Reaction yield outcomes from USPTO patents with 853,638 reactions. Task: Predict the reaction yield, written as a fraction of the theoretical maximum amount of product (1.0 means a 100% yield; for example, 0.34 means a 34% yield). (1) The reactants are CS(O[CH2:6][C:7]1[O:11][N:10]=[C:9]([C:12]2[C:13]([C:42](=[O:46])[NH:43][CH2:44][CH3:45])=[N:14][O:15][C:16]=2[C:17]2[CH:22]=[C:21]([CH:23]([CH3:25])[CH3:24])[C:20]([O:26][CH2:27][C:28]3[CH:33]=[CH:32][CH:31]=[CH:30][CH:29]=3)=[CH:19][C:18]=2[O:34][CH2:35][C:36]2[CH:41]=[CH:40][CH:39]=[CH:38][CH:37]=2)[N:8]=1)(=O)=O.[NH:47]1[CH2:51][CH2:50][CH2:49][CH2:48]1. No catalyst specified. The product is [CH2:35]([O:34][C:18]1[CH:19]=[C:20]([O:26][CH2:27][C:28]2[CH:29]=[CH:30][CH:31]=[CH:32][CH:33]=2)[C:21]([CH:23]([CH3:24])[CH3:25])=[CH:22][C:17]=1[C:16]1[O:15][N:14]=[C:13]([C:42]([NH:43][CH2:44][CH3:45])=[O:46])[C:12]=1[C:9]1[N:8]=[C:7]([CH2:6][N:47]2[CH2:51][CH2:50][CH2:49][CH2:48]2)[O:11][N:10]=1)[C:36]1[CH:41]=[CH:40][CH:39]=[CH:38][CH:37]=1. The yield is 0.930. (2) The reactants are [Cl:1][C:2]1[CH:3]=[C:4]([O:9]C)[CH:5]=[C:6]([F:8])[CH:7]=1.B(Br)(Br)Br.C([O-])(O)=O.[Na+]. The catalyst is C(Cl)Cl. The product is [Cl:1][C:2]1[CH:3]=[C:4]([OH:9])[CH:5]=[C:6]([F:8])[CH:7]=1. The yield is 0.880. (3) The reactants are [NH2:1][C@H:2]([C:10]([OH:12])=[O:11])[CH2:3][CH2:4][CH2:5][NH:6][C:7]([NH2:9])=[O:8].C([O-])([O-])=O.[Na+].[Na+].[C:19](O[C:19]([O:21][C:22]([CH3:25])([CH3:24])[CH3:23])=[O:20])([O:21][C:22]([CH3:25])([CH3:24])[CH3:23])=[O:20]. The catalyst is O.C1COCC1. The product is [NH:1]([C:19]([O:21][C:22]([CH3:25])([CH3:24])[CH3:23])=[O:20])[C@H:2]([C:10]([OH:12])=[O:11])[CH2:3][CH2:4][CH2:5][NH:6][C:7]([NH2:9])=[O:8]. The yield is 0.830. (4) The reactants are [CH3:1][N:2]([CH3:19])[C:3](=[O:18])[C@H:4]([O:6][C:7]1[CH:16]=[CH:15][CH:14]=[C:13]2[C:8]=1[C:9](=O)[NH:10][CH:11]=[N:12]2)[CH3:5].[F:20][C:21]1[C:29]([NH2:30])=[CH:28][CH:27]=[C:26]2[C:22]=1[CH:23]=[CH:24][N:25]2[CH2:31][C:32]1[CH:37]=[CH:36][CH:35]=[CH:34][N:33]=1. No catalyst specified. The product is [F:20][C:21]1[C:29]([NH:30][C:9]2[C:8]3[C:13](=[CH:14][CH:15]=[CH:16][C:7]=3[O:6][C@H:4]([CH3:5])[C:3]([N:2]([CH3:19])[CH3:1])=[O:18])[N:12]=[CH:11][N:10]=2)=[CH:28][CH:27]=[C:26]2[C:22]=1[CH:23]=[CH:24][N:25]2[CH2:31][C:32]1[CH:37]=[CH:36][CH:35]=[CH:34][N:33]=1. The yield is 0.750.